Dataset: Forward reaction prediction with 1.9M reactions from USPTO patents (1976-2016). Task: Predict the product of the given reaction. Given the reactants [C:1]([C:5]1[C:10]([Cl:11])=[CH:9][C:8]([C:12]2[N:13]([C:31](Cl)=[O:32])[C@H:14]([C:24]3[CH:29]=[CH:28][C:27]([Cl:30])=[CH:26][CH:25]=3)[C@H:15]([C:17]3[CH:22]=[CH:21][C:20]([Cl:23])=[CH:19][CH:18]=3)[N:16]=2)=[C:7]([O:34][CH2:35][CH3:36])[CH:6]=1)([CH3:4])([CH3:3])[CH3:2].[CH3:37][O:38][N:39]([CH3:49])[C:40](=[O:48])[CH2:41][N:42]1[CH2:47][CH2:46][NH:45][CH2:44][CH2:43]1, predict the reaction product. The product is: [ClH:11].[C:1]([C:5]1[C:10]([Cl:11])=[CH:9][C:8]([C:12]2[N:13]([C:31]([N:45]3[CH2:44][CH2:43][N:42]([CH2:41][C:40]([N:39]([O:38][CH3:37])[CH3:49])=[O:48])[CH2:47][CH2:46]3)=[O:32])[C@H:14]([C:24]3[CH:25]=[CH:26][C:27]([Cl:30])=[CH:28][CH:29]=3)[C@H:15]([C:17]3[CH:18]=[CH:19][C:20]([Cl:23])=[CH:21][CH:22]=3)[N:16]=2)=[C:7]([O:34][CH2:35][CH3:36])[CH:6]=1)([CH3:4])([CH3:2])[CH3:3].